Dataset: Reaction yield outcomes from USPTO patents with 853,638 reactions. Task: Predict the reaction yield, written as a fraction of the theoretical maximum amount of product (1.0 means a 100% yield; for example, 0.34 means a 34% yield). The reactants are C[O:2][C:3]1[CH:8]=[CH:7][C:6]([C:9]2([C:12]([O:14][CH3:15])=[O:13])[CH2:11][CH2:10]2)=[CH:5][CH:4]=1.CCS.[Al+3].[Cl-].[Cl-].[Cl-]. The catalyst is ClCCl. The product is [CH3:15][O:14][C:12]([C:9]1([C:6]2[CH:5]=[CH:4][C:3]([OH:2])=[CH:8][CH:7]=2)[CH2:10][CH2:11]1)=[O:13]. The yield is 0.950.